This data is from Catalyst prediction with 721,799 reactions and 888 catalyst types from USPTO. The task is: Predict which catalyst facilitates the given reaction. (1) Reactant: [Br:1][C:2]1[CH:6]=[N:5][N:4]([CH3:7])[C:3]=1[C:8]1[CH:9]=[C:10]([NH2:23])[CH:11]=[CH:12][C:13]=1[O:14][CH2:15][CH2:16][C:17]1[CH:22]=[CH:21][CH:20]=[CH:19][CH:18]=1.[F:24][C:25]1[CH:30]=[CH:29][C:28]([N:31]=[C:32]=[O:33])=[CH:27][CH:26]=1. Product: [Br:1][C:2]1[CH:6]=[N:5][N:4]([CH3:7])[C:3]=1[C:8]1[CH:9]=[C:10]([NH:23][C:32]([NH:31][C:28]2[CH:29]=[CH:30][C:25]([F:24])=[CH:26][CH:27]=2)=[O:33])[CH:11]=[CH:12][C:13]=1[O:14][CH2:15][CH2:16][C:17]1[CH:18]=[CH:19][CH:20]=[CH:21][CH:22]=1. The catalyst class is: 2. (2) Reactant: [O:1]=[C:2]1[NH:7][C:6]2[CH:8]=[C:9]([C:12]([C:14]3[CH:22]=[CH:21][CH:20]=[CH:19][C:15]=3[C:16]([OH:18])=O)=[O:13])[CH:10]=[CH:11][C:5]=2[O:4][CH2:3]1.CN1CCOCC1.C1C=NC2N(O)N=NC=2C=1.CN(C(ON1N=NC2C=CC=NC1=2)=[N+](C)C)C.F[P-](F)(F)(F)(F)F.[Cl:64][C:65]1[CH:72]=[CH:71][C:68]([CH2:69][NH2:70])=[CH:67][CH:66]=1. Product: [Cl:64][C:65]1[CH:72]=[CH:71][C:68]([CH2:69][N:70]2[C:16](=[O:18])[C:15]3[C:14](=[CH:22][CH:21]=[CH:20][CH:19]=3)[C:12]2([C:9]2[CH:10]=[CH:11][C:5]3[O:4][CH2:3][C:2](=[O:1])[NH:7][C:6]=3[CH:8]=2)[OH:13])=[CH:67][CH:66]=1. The catalyst class is: 9. (3) Reactant: C(N[C@H](C(O)=O)CC(C)C)(=O)C.[CH2:13]([O:15][C:16]1[CH:17]=[C:18]([C@H:24]([NH2:30])[CH2:25][S:26]([CH3:29])(=[O:28])=[O:27])[CH:19]=[CH:20][C:21]=1[O:22][CH3:23])[CH3:14].ClCCl.[OH-].[Na+]. Product: [CH2:13]([O:15][C:16]1[CH:17]=[C:18]([C@H:24]([NH2:30])[CH2:25][S:26]([CH3:29])(=[O:28])=[O:27])[CH:19]=[CH:20][C:21]=1[O:22][CH3:23])[CH3:14]. The catalyst class is: 6. (4) Reactant: [CH3:1][O:2][C:3]1[S:4][CH:5]=[CH:6][N:7]=1.[Li]CCCC.[CH2:13]([Sn:17]([CH2:23][CH2:24][CH2:25][CH3:26])([CH2:19][CH2:20][CH2:21][CH3:22])Cl)[CH2:14][CH2:15][CH3:16]. Product: [CH3:1][O:2][C:3]1[S:4][C:5]([Sn:17]([CH2:19][CH2:20][CH2:21][CH3:22])([CH2:23][CH2:24][CH2:25][CH3:26])[CH2:13][CH2:14][CH2:15][CH3:16])=[CH:6][N:7]=1. The catalyst class is: 7. (5) The catalyst class is: 7. Product: [OH:9][C:10]1([CH3:1])[CH2:14][O:13][CH2:12][CH:11]1[NH:15][C:16](=[O:25])[O:17][CH2:18][C:19]1[CH:20]=[CH:21][CH:22]=[CH:23][CH:24]=1. Reactant: [CH3:1]COCC.C[Mg]Br.[O:9]=[C:10]1[CH2:14][O:13][CH2:12][CH:11]1[NH:15][C:16](=[O:25])[O:17][CH2:18][C:19]1[CH:24]=[CH:23][CH:22]=[CH:21][CH:20]=1.C. (6) Reactant: [Br:1][C:2]1[CH:3]=[C:4]([CH3:18])[C:5]([C:8]2[CH2:17][CH2:16][C:11]3(OCC[O:12]3)[CH2:10][CH:9]=2)=[N:6][CH:7]=1.C(=O)([O-])[O-].[Na+].[Na+]. Product: [Br:1][C:2]1[CH:3]=[C:4]([CH3:18])[C:5]([C:8]2[CH2:17][CH2:16][C:11](=[O:12])[CH2:10][CH:9]=2)=[N:6][CH:7]=1. The catalyst class is: 126. (7) Reactant: [C:1]([CH2:3][N:4]1[CH2:8][CH2:7][N:6]([CH2:9][C:10]#[N:11])[CH:5]1[C:12]1[CH:17]=[CH:16][CH:15]=[CH:14][CH:13]=1)#[N:2].[H-].[H-].[H-].[H-].[Li+].[Al+3].[CH:24](=O)[C:25]1[CH:30]=[CH:29][CH:28]=[CH:27][CH:26]=1.[Al]. Product: [CH:24](=[N:11][CH2:10][CH2:9][N:6]1[CH2:7][CH2:8][N:4]([CH2:3][CH2:1][N:2]=[CH:5][C:12]2[CH:17]=[CH:16][CH:15]=[CH:14][CH:13]=2)[CH:5]1[C:12]1[CH:17]=[CH:16][CH:15]=[CH:14][CH:13]=1)[C:25]1[CH:30]=[CH:29][CH:28]=[CH:27][CH:26]=1. The catalyst class is: 20. (8) Reactant: [CH3:1][O:2][C:3]1[CH:4]=[C:5]2[C:9](=[CH:10][CH:11]=1)[NH:8][C:7](=[O:12])[CH2:6]2.[O:13]1[CH2:18][CH2:17][N:16]([C:19]2[N:24]=[CH:23][C:22]([C:25]3[C:33]4[C:28](=[CH:29][C:30]([CH:34]=O)=[CH:31][CH:32]=4)[N:27]([CH2:36][O:37][CH2:38][CH2:39][Si:40]([CH3:43])([CH3:42])[CH3:41])[N:26]=3)=[CH:21][CH:20]=2)[CH2:15][CH2:14]1.N1CCCCC1. Product: [CH3:1][O:2][C:3]1[CH:4]=[C:5]2[C:9](=[CH:10][CH:11]=1)[NH:8][C:7](=[O:12])/[C:6]/2=[CH:34]/[C:30]1[CH:29]=[C:28]2[C:33]([C:25]([C:22]3[CH:23]=[N:24][C:19]([N:16]4[CH2:17][CH2:18][O:13][CH2:14][CH2:15]4)=[CH:20][CH:21]=3)=[N:26][N:27]2[CH2:36][O:37][CH2:38][CH2:39][Si:40]([CH3:43])([CH3:41])[CH3:42])=[CH:32][CH:31]=1. The catalyst class is: 5. (9) Reactant: [C:1]1([NH2:8])[CH:6]=[CH:5][CH:4]=[CH:3][C:2]=1[NH2:7].[C:9]1([S:15][CH2:16][C:17](O)=O)[CH:14]=[CH:13][CH:12]=[CH:11][CH:10]=1. Product: [N:7]1[C:2]2[CH:3]=[CH:4][CH:5]=[CH:6][C:1]=2[NH:8][C:17]=1[CH2:16][S:15][C:9]1[CH:14]=[CH:13][CH:12]=[CH:11][CH:10]=1. The catalyst class is: 33. (10) Reactant: [Cl:1][C:2]1[C:7]([O:8][CH3:9])=[CH:6][C:5]([O:10][CH3:11])=[CH:4][C:3]=1[C:12]1[C:23](=[O:24])[N:22]([CH2:25][CH2:26][CH2:27][N:28]2[CH2:33][CH2:32][N:31]([C:34]([O:36][C:37]([CH3:40])([CH3:39])[CH3:38])=[O:35])[CH2:30][CH2:29]2)[C:15]2[N:16]=[C:17]([S:20][CH3:21])[N:18]=[CH:19][C:14]=2[CH:13]=1.C1C=C(Cl)C=C(C(OO)=[O:49])C=1. Product: [Cl:1][C:2]1[C:7]([O:8][CH3:9])=[CH:6][C:5]([O:10][CH3:11])=[CH:4][C:3]=1[C:12]1[C:23](=[O:24])[N:22]([CH2:25][CH2:26][CH2:27][N:28]2[CH2:29][CH2:30][N:31]([C:34]([O:36][C:37]([CH3:40])([CH3:39])[CH3:38])=[O:35])[CH2:32][CH2:33]2)[C:15]2[N:16]=[C:17]([S:20]([CH3:21])=[O:49])[N:18]=[CH:19][C:14]=2[CH:13]=1. The catalyst class is: 2.